From a dataset of Catalyst prediction with 721,799 reactions and 888 catalyst types from USPTO. Predict which catalyst facilitates the given reaction. (1) Reactant: [CH2:1]([S:8][CH:9]([CH:12]([O:15][CH3:16])[O:13][CH3:14])[CH2:10][NH2:11])[C:2]1[CH:7]=[CH:6][CH:5]=[CH:4][CH:3]=1.[OH-].[Na+].[C:19](=O)([OH:25])[O:20][C:21]([CH3:24])([CH3:23])[CH3:22]. Product: [CH2:1]([S:8][CH:9]([CH:12]([O:13][CH3:14])[O:15][CH3:16])[CH2:10][NH:11][C:19](=[O:25])[O:20][C:21]([CH3:24])([CH3:23])[CH3:22])[C:2]1[CH:7]=[CH:6][CH:5]=[CH:4][CH:3]=1. The catalyst class is: 7. (2) Reactant: [CH3:1][O:2][C:3]1[CH:16]=[C:15]([O:17][CH3:18])[CH:14]=[CH:13][C:4]=1[CH2:5][NH:6][C:7]1[CH:12]=[CH:11][N:10]=[CH:9][N:8]=1.N12CCN(CC1)CC2.[F:27][C:28]1[CH:33]=[C:32]([F:34])[C:31]([F:35])=[CH:30][C:29]=1[S:36](Cl)(=[O:38])=[O:37]. Product: [CH3:1][O:2][C:3]1[CH:16]=[C:15]([O:17][CH3:18])[CH:14]=[CH:13][C:4]=1[CH2:5][N:6]([C:7]1[CH:12]=[CH:11][N:10]=[CH:9][N:8]=1)[S:36]([C:29]1[CH:30]=[C:31]([F:35])[C:32]([F:34])=[CH:33][C:28]=1[F:27])(=[O:38])=[O:37]. The catalyst class is: 10. (3) Reactant: Cl[CH2:2][C:3]([N:5]([CH:13]1[CH2:18][CH2:17][N:16]([C:19]([O:21][C:22]([CH3:25])([CH3:24])[CH3:23])=[O:20])[CH2:15][CH2:14]1)[C@H:6]1[CH2:11][CH2:10][CH2:9][CH2:8][C@@H:7]1[OH:12])=[O:4].C(O[K])(C)(C)C. Product: [O:4]=[C:3]1[CH2:2][O:12][C@H:7]2[CH2:8][CH2:9][CH2:10][CH2:11][C@@H:6]2[N:5]1[CH:13]1[CH2:18][CH2:17][N:16]([C:19]([O:21][C:22]([CH3:25])([CH3:24])[CH3:23])=[O:20])[CH2:15][CH2:14]1. The catalyst class is: 1. (4) Reactant: Cl.[NH2:2][C@H:3]([C:14]([O:16][CH3:17])=[O:15])[CH2:4][C:5]1[C:13]2[C:8](=[CH:9][CH:10]=[CH:11][CH:12]=2)[NH:7][CH:6]=1.C(N(CC)CC)C.[O:25]1[C:29]2[CH:30]=[CH:31][CH:32]=[CH:33][C:28]=2[CH:27]=[C:26]1[C:34](O)=[O:35].CCN=C=NCCCN(C)C.Cl. Product: [O:25]1[C:29]2[CH:30]=[CH:31][CH:32]=[CH:33][C:28]=2[CH:27]=[C:26]1[C:34]([NH:2][C@H:3]([C:14]([O:16][CH3:17])=[O:15])[CH2:4][C:5]1[C:13]2[C:8](=[CH:9][CH:10]=[CH:11][CH:12]=2)[NH:7][CH:6]=1)=[O:35]. The catalyst class is: 2. (5) Reactant: CN(C(ON1N=NC2C=CC=NC1=2)=[N+](C)C)C.F[P-](F)(F)(F)(F)F.C(N(CC)C(C)C)(C)C.[CH2:34]([O:41][C:42]([NH:44][C@H:45]([C:48]([OH:50])=O)[CH2:46][OH:47])=[O:43])[C:35]1[CH:40]=[CH:39][CH:38]=[CH:37][CH:36]=1.[C:51]([O:55][C:56](=[O:61])[NH:57][CH2:58][CH2:59][NH2:60])([CH3:54])([CH3:53])[CH3:52]. Product: [CH2:34]([O:41][C:42](=[O:43])[NH:44][C@@H:45]([CH2:46][OH:47])[C:48]([NH:60][CH2:59][CH2:58][NH:57][C:56]([O:55][C:51]([CH3:54])([CH3:53])[CH3:52])=[O:61])=[O:50])[C:35]1[CH:36]=[CH:37][CH:38]=[CH:39][CH:40]=1. The catalyst class is: 3. (6) Reactant: [NH2:1][C:2]1[C:7]([CH:8]=O)=[CH:6][CH:5]=[CH:4][N:3]=1.[CH3:10][C:11]([CH3:13])=O. Product: [CH3:13][C:11]1[CH:10]=[CH:8][C:7]2[C:2](=[N:3][CH:4]=[CH:5][CH:6]=2)[N:1]=1. The catalyst class is: 8.